Dataset: Forward reaction prediction with 1.9M reactions from USPTO patents (1976-2016). Task: Predict the product of the given reaction. (1) Given the reactants [F:1][C:2]1[CH:7]=[CH:6][C:5]([NH:8][C:9]([C:11]2[O:15][C:14]([CH3:16])=[N:13][C:12]=2[CH3:17])=[O:10])=[CH:4][C:3]=1[C:18]1[N:19]=[C:20]2[N:25]=[CH:24][C:23]([CH:26]3[CH2:31][CH2:30][NH:29][CH2:28][CH2:27]3)=[CH:22][N:21]2[CH:32]=1.[OH:33][CH2:34][C:35](O)=[O:36], predict the reaction product. The product is: [F:1][C:2]1[CH:7]=[CH:6][C:5]([NH:8][C:9]([C:11]2[O:15][C:14]([CH3:16])=[N:13][C:12]=2[CH3:17])=[O:10])=[CH:4][C:3]=1[C:18]1[N:19]=[C:20]2[N:25]=[CH:24][C:23]([CH:26]3[CH2:27][CH2:28][N:29]([C:34](=[O:33])[CH2:35][OH:36])[CH2:30][CH2:31]3)=[CH:22][N:21]2[CH:32]=1. (2) Given the reactants I[C:2]1[CH:10]=[CH:9][CH:8]=[CH:7][C:3]=1[C:4]([OH:6])=[O:5].[NH:11]1[CH:15]=[CH:14][N:13]=[N:12]1.CN[C@@H]1CCCC[C@H]1NC, predict the reaction product. The product is: [N:11]1[N:12]([C:2]2[CH:10]=[CH:9][CH:8]=[CH:7][C:3]=2[C:4]([OH:6])=[O:5])[N:13]=[CH:14][CH:15]=1. (3) The product is: [CH:10]1([C:8]2[NH:7][C:6]3[CH:13]=[C:2]([C:33]4[C:29]([CH3:28])=[N:30][O:31][C:32]=4[CH2:43][OH:44])[CH:3]=[C:4]([C:14]([C:22]4[CH:27]=[CH:26][CH:25]=[CH:24][N:23]=4)([C:16]4[CH:21]=[CH:20][CH:19]=[CH:18][N:17]=4)[OH:15])[C:5]=3[N:9]=2)[CH2:12][CH2:11]1. Given the reactants Br[C:2]1[CH:3]=[C:4]([C:14]([C:22]2[CH:27]=[CH:26][CH:25]=[CH:24][N:23]=2)([C:16]2[CH:21]=[CH:20][CH:19]=[CH:18][N:17]=2)[OH:15])[C:5]2[N:9]=[C:8]([CH:10]3[CH2:12][CH2:11]3)[NH:7][C:6]=2[CH:13]=1.[CH3:28][C:29]1[C:33](B2OC(C)(C)C(C)(C)O2)=[C:32]([CH2:43][O:44][Si](C(C)C)(C(C)C)C(C)C)[O:31][N:30]=1.C(=O)([O-])[O-].[Cs+].[Cs+], predict the reaction product. (4) Given the reactants [F:1][C:2]1[C:7]([F:8])=[C:6]([C:9]#[C:10][C:11]2[CH:17]=[CH:16][C:14]([NH2:15])=[CH:13][CH:12]=2)[C:5]([F:18])=[C:4]([F:19])[N:3]=1.[C:20](OC(=O)C)(=[O:22])[CH3:21].CCN(CC)CC, predict the reaction product. The product is: [F:1][C:2]1[C:7]([F:8])=[C:6]([C:9]#[C:10][C:11]2[CH:17]=[CH:16][C:14]([NH:15][C:20](=[O:22])[CH3:21])=[CH:13][CH:12]=2)[C:5]([F:18])=[C:4]([F:19])[N:3]=1. (5) Given the reactants [CH2:1]([N:8]([CH2:18][C:19]([O:21]CC)=O)[C:9](=[O:17])[CH2:10][CH2:11][C:12]([O:14][CH2:15][CH3:16])=[O:13])[C:2]1[CH:7]=[CH:6][CH:5]=[CH:4][CH:3]=1.C(O)C.[Na].C(O)(=O)C, predict the reaction product. The product is: [CH2:1]([N:8]1[CH2:18][C:19]([OH:21])=[C:11]([C:12]([O:14][CH2:15][CH3:16])=[O:13])[CH2:10][C:9]1=[O:17])[C:2]1[CH:7]=[CH:6][CH:5]=[CH:4][CH:3]=1.